From a dataset of Reaction yield outcomes from USPTO patents with 853,638 reactions. Predict the reaction yield, written as a fraction of the theoretical maximum amount of product (1.0 means a 100% yield; for example, 0.34 means a 34% yield). (1) The reactants are [CH2:1]1[O:9][C:8]2[CH:7]=[CH:6][C:5]([OH:10])=[CH:4][C:3]=2[O:2]1.F[C:12]1[CH:17]=[CH:16][CH:15]=[CH:14][C:13]=1[N+:18]([O-:20])=[O:19].[CH2:21]1[O:37][C:36]2[CH:35]=[CH:34][C:25]([O:26][C:27]3[CH:33]=[CH:32][CH:31]=[CH:30][C:28]=3[NH2:29])=[CH:24][C:23]=2[O:22]1.[NH2:38][C:39]1[S:40][CH:41]=[CH:42][N:43]=1. No catalyst specified. The product is [CH2:1]1[O:9][C:8]2[CH:7]=[CH:6][C:5]([O:10][C:12]3[CH:17]=[CH:16][CH:15]=[CH:14][C:13]=3[N+:18]([O-:20])=[O:19])=[CH:4][C:3]=2[O:2]1.[CH2:21]1[O:37][C:36]2[CH:35]=[CH:34][C:25]([O:26][C:27]3[CH:33]=[CH:32][CH:31]=[CH:30][C:28]=3[NH:29][C:5]([NH:38][C:39]3[S:40][CH:41]=[CH:42][N:43]=3)=[O:10])=[CH:24][C:23]=2[O:22]1. The yield is 0.580. (2) The reactants are [CH2:1]([O:3][C:4](=[O:27])[C@@H:5]([NH2:26])[CH2:6][C:7]1[CH:12]=[CH:11][C:10]([NH:13][C:14]2[C:23]3[C:18](=[CH:19][CH:20]=[CH:21][CH:22]=3)[CH:17]=[C:16]([CH2:24][CH3:25])[N:15]=2)=[CH:9][CH:8]=1)[CH3:2].[CH2:28]([CH:30]1[C:34](=[O:35])[CH2:33][CH2:32][C:31]1=O)[CH3:29]. The catalyst is ClCCCl. The product is [CH2:1]([O:3][C:4](=[O:27])[C@@H:5]([NH:26][C:31]1[CH2:32][CH2:33][C:34](=[O:35])[C:30]=1[CH2:28][CH3:29])[CH2:6][C:7]1[CH:12]=[CH:11][C:10]([NH:13][C:14]2[C:23]3[C:18](=[CH:19][CH:20]=[CH:21][CH:22]=3)[CH:17]=[C:16]([CH2:24][CH3:25])[N:15]=2)=[CH:9][CH:8]=1)[CH3:2]. The yield is 0.520. (3) The reactants are [NH2:1][C:2]1[C:11]2[C:6](=[C:7](Br)[CH:8]=[CH:9][CH:10]=2)[N:5]=[N:4][C:3]=1[C:13]([NH:15][CH:16]1[CH2:18][CH2:17]1)=[O:14].[F:19][C:20]1[CH:21]=[CH:22][C:23]([O:29][CH3:30])=[C:24](B(O)O)[CH:25]=1. No catalyst specified. The product is [NH2:1][C:2]1[C:11]2[C:6](=[C:7]([C:22]3[CH:21]=[C:20]([F:19])[CH:25]=[CH:24][C:23]=3[O:29][CH3:30])[CH:8]=[CH:9][CH:10]=2)[N:5]=[N:4][C:3]=1[C:13]([NH:15][CH:16]1[CH2:18][CH2:17]1)=[O:14]. The yield is 0.760. (4) The reactants are Cl.Cl.[NH2:3][C:4]1[N:9]=[CH:8][N:7]=[C:6]2[N:10]([CH:16]([C:18]3[C:19]([O:31][CH3:32])=[C:20]([CH:27]4[CH2:30][NH:29][CH2:28]4)[C:21]([CH3:26])=[C:22]([CH:25]=3)[C:23]#[N:24])[CH3:17])[N:11]=[C:12]([CH:13]([F:15])[F:14])[C:5]=12.Br[CH2:34][CH:35]([F:37])[F:36].C(N(CC)CC)C. The catalyst is CN(C)C=O.CO. The product is [NH2:3][C:4]1[N:9]=[CH:8][N:7]=[C:6]2[N:10]([CH:16]([C:18]3[C:19]([O:31][CH3:32])=[C:20]([CH:27]4[CH2:30][N:29]([CH2:34][CH:35]([F:37])[F:36])[CH2:28]4)[C:21]([CH3:26])=[C:22]([CH:25]=3)[C:23]#[N:24])[CH3:17])[N:11]=[C:12]([CH:13]([F:14])[F:15])[C:5]=12. The yield is 0.160. (5) The reactants are [I:1][C:2]1[C:3]([CH3:12])=[CH:4][C:5]([CH3:11])=[C:6]([CH:10]=1)[C:7]([OH:9])=[O:8].S(=O)(=O)(O)O.[CH3:18]O. No catalyst specified. The product is [I:1][C:2]1[C:3]([CH3:12])=[CH:4][C:5]([CH3:11])=[C:6]([CH:10]=1)[C:7]([O:9][CH3:18])=[O:8]. The yield is 0.880.